This data is from Full USPTO retrosynthesis dataset with 1.9M reactions from patents (1976-2016). The task is: Predict the reactants needed to synthesize the given product. Given the product [F:1][CH2:2]/[C:3](=[N:18]/[S@@:16]([C:12]([CH3:15])([CH3:14])[CH3:13])=[O:17])/[C:5]1[CH:10]=[CH:9][CH:8]=[CH:7][C:6]=1[F:11], predict the reactants needed to synthesize it. The reactants are: [F:1][CH2:2][C:3]([C:5]1[CH:10]=[CH:9][CH:8]=[CH:7][C:6]=1[F:11])=O.[C:12]([S@:16]([NH2:18])=[O:17])([CH3:15])([CH3:14])[CH3:13].